This data is from Peptide-MHC class II binding affinity with 134,281 pairs from IEDB. The task is: Regression. Given a peptide amino acid sequence and an MHC pseudo amino acid sequence, predict their binding affinity value. This is MHC class II binding data. The peptide sequence is KAVWGKNSCAKNYNC. The MHC is DRB3_0202 with pseudo-sequence DRB3_0202. The binding affinity (normalized) is 0.562.